Dataset: TCR-epitope binding with 47,182 pairs between 192 epitopes and 23,139 TCRs. Task: Binary Classification. Given a T-cell receptor sequence (or CDR3 region) and an epitope sequence, predict whether binding occurs between them. (1) The epitope is EPLPQGQLTAY. The TCR CDR3 sequence is CASSLVAGEGNTEAFF. Result: 0 (the TCR does not bind to the epitope). (2) The epitope is IVTDFSVIK. The TCR CDR3 sequence is CSARDPDVPGGNEQFF. Result: 1 (the TCR binds to the epitope). (3) The epitope is YLQPRTFLL. The TCR CDR3 sequence is CAVLAEQNTGELFF. Result: 1 (the TCR binds to the epitope). (4) The epitope is EHPTFTSQYRIQGKL. The TCR CDR3 sequence is CASSRQGGYGYTF. Result: 0 (the TCR does not bind to the epitope). (5) The epitope is EHPTFTSQYRIQGKL. The TCR CDR3 sequence is CASGQGNFDIQYF. Result: 0 (the TCR does not bind to the epitope). (6) The epitope is FLLNKEMYL. The TCR CDR3 sequence is CSVEVQGNNGYTF. Result: 1 (the TCR binds to the epitope). (7) The epitope is GTITVEELK. The TCR CDR3 sequence is CASSSRTSGGSDTQYF. Result: 0 (the TCR does not bind to the epitope).